This data is from Experimentally validated miRNA-target interactions with 360,000+ pairs, plus equal number of negative samples. The task is: Binary Classification. Given a miRNA mature sequence and a target amino acid sequence, predict their likelihood of interaction. (1) The miRNA is hsa-miR-3662 with sequence GAAAAUGAUGAGUAGUGACUGAUG. The protein sequence of the target gene is MEAAVGVPDGGDQGGAGPREDATPMDAYLRKLGLYRKLVAKDGSCLFRAVAEQVLHSQSRHVEVRMACIHYLRENREKFEAFIEGSFEEYLKRLENPQEWVGQVEISALSLMYRKDFIIYREPNVSPSQVTENNFPEKVLLCFSNGNHYDIVYPIKYKESSAMCQSLLYELLYEKVFKTDVSKIVMELDTLEVADEDNSEISDSEDDSCKSKTAAAAADVNGFKPLSGNEQLKNNGNSTSLPLSRKVLKSLNPAVYRNVEYEIWLKSKQAQQKRDYSIAAGLQYEVGDKCQVRLDHNGKF.... Result: 1 (interaction). (2) Result: 1 (interaction). The miRNA is hsa-miR-5580-3p with sequence CACAUAUGAAGUGAGCCAGCAC. The protein sequence of the target gene is MGPQRRLSPAGAALLWGFLLQLTAAQEAILHASGNGTTKDYCMLYNPYWTALPSTLENATSISLMNLTSTPLCNLSDIPPVGIKSKAVVVPWGSCHFLEKARIAQKGGAEAMLVVNNSVLFPPSGNRSEFPDVKILIAFISYKDFRDMNQTLGDNITVKMYSPSWPNFDYTMVVIFVIAVFTVALGGYWSGLVELENLKAVTTEDREMRKKKEEYLTFSPLTVVIFVVICCVMMVLLYFFYKWLVYVMIAIFCIASAMSLYNCLAALIHKIPYGQCTIACRGKNMEVRLIFLSGLCIAVA....